Dataset: HIV replication inhibition screening data with 41,000+ compounds from the AIDS Antiviral Screen. Task: Binary Classification. Given a drug SMILES string, predict its activity (active/inactive) in a high-throughput screening assay against a specified biological target. (1) The drug is c1ccc(-c2[nH]c(-c3ccccc3)c(-c3cnccn3)c2-c2cnccn2)cc1. The result is 0 (inactive). (2) The drug is NC(CCCCCP(=O)(c1ccccc1)C1C=CC=CC1)C(=O)O. The result is 0 (inactive). (3) The result is 0 (inactive). The drug is N#Cc1c(N)c2c(c(-c3ccccc3)c1-c1ccccc1)C(=O)N(NC(=S)Nc1ccccc1)C2=O. (4) The compound is O=C([OH+][Pt-2]1([OH+]C(=O)c2ccc(N=Nc3cccc([N+](=O)[O-])c3)cc2O)NC2CCCCC2N1)c1ccc(N=Nc2cccc([N+](=O)[O-])c2)cc1O. The result is 0 (inactive). (5) The drug is O=S(=O)(O)c1cc(Cl)c(O)c2ncc(Cl)cc12. The result is 0 (inactive). (6) The compound is O=c1c2c3c(sc2nc2n1N=C(c1ccc(Cl)cc1)CS2)CCCC3. The result is 0 (inactive).